From a dataset of Catalyst prediction with 721,799 reactions and 888 catalyst types from USPTO. Predict which catalyst facilitates the given reaction. (1) Reactant: [F:1][C:2]1[CH:3]=[CH:4][C:5]([C:8]2[C:12]([CH2:13][OH:14])=[C:11]([CH3:15])[O:10][N:9]=2)=[N:6][CH:7]=1.[CH3:16][O:17][C:18]([C:20]1[CH:25]=[CH:24][C:23](O)=[CH:22][N:21]=1)=[O:19].C1(P(C2C=CC=CC=2)C2C=CC=CC=2)C=CC=CC=1.N(C(OCC)=O)=NC(OCC)=O. Product: [CH3:16][O:17][C:18]([C:20]1[CH:25]=[CH:24][C:23]([O:14][CH2:13][C:12]2[C:8]([C:5]3[CH:4]=[CH:3][C:2]([F:1])=[CH:7][N:6]=3)=[N:9][O:10][C:11]=2[CH3:15])=[CH:22][N:21]=1)=[O:19]. The catalyst class is: 1. (2) The catalyst class is: 16. Reactant: [CH3:1][S:2]([C:5]1[CH:6]=[CH:7][C:8]([N:14]2[CH2:19][CH2:18][O:17][CH2:16][CH2:15]2)=[C:9]([CH:13]=1)[C:10]([OH:12])=O)(=[O:4])=[O:3].[C:20]([C:24]1[CH:29]=[CH:28][C:27]([N:30]2[CH2:35][CH2:34][NH:33][CH2:32][CH2:31]2)=[CH:26][CH:25]=1)([CH3:23])([CH3:22])[CH3:21]. Product: [C:20]([C:24]1[CH:25]=[CH:26][C:27]([N:30]2[CH2:35][CH2:34][N:33]([C:10]([C:9]3[CH:13]=[C:5]([S:2]([CH3:1])(=[O:3])=[O:4])[CH:6]=[CH:7][C:8]=3[N:14]3[CH2:19][CH2:18][O:17][CH2:16][CH2:15]3)=[O:12])[CH2:32][CH2:31]2)=[CH:28][CH:29]=1)([CH3:23])([CH3:21])[CH3:22].